This data is from Full USPTO retrosynthesis dataset with 1.9M reactions from patents (1976-2016). The task is: Predict the reactants needed to synthesize the given product. (1) Given the product [F:3][C:4]1[CH:9]=[CH:8][C:7]([C:10](=[O:12])[CH2:11][C:16](=[O:15])[CH:17]([CH3:20])[CH2:18][CH3:19])=[CH:6][CH:5]=1, predict the reactants needed to synthesize it. The reactants are: [H-].[Na+].[F:3][C:4]1[CH:9]=[CH:8][C:7]([C:10](=[O:12])[CH3:11])=[CH:6][CH:5]=1.C([O:15][C:16](=O)[CH:17]([CH3:20])[CH2:18][CH3:19])C.Cl. (2) Given the product [F:1][C:2]1[CH:7]=[CH:6][CH:5]=[CH:4][C:3]=1[C@@H:8]1[CH2:12][C:11](=[O:13])[N:10]([CH3:14])[C@@H:9]1[C:15]([N:17]1[C@@H:21]([CH2:22][C:23]2[CH:24]=[CH:25][CH:26]=[CH:27][CH:28]=2)[CH2:20][O:19][C:18]1=[O:29])=[O:16], predict the reactants needed to synthesize it. The reactants are: [F:1][C:2]1[CH:7]=[CH:6][CH:5]=[CH:4][C:3]=1[C:8]1[C@@H:9]([C:15]([N:17]2[C@@H:21]([CH2:22][C:23]3[CH:28]=[CH:27][CH:26]=[CH:25][CH:24]=3)[CH2:20][O:19][C:18]2=[O:29])=[O:16])[N:10]([CH3:14])[C:11](=[O:13])[CH:12]=1.